This data is from Full USPTO retrosynthesis dataset with 1.9M reactions from patents (1976-2016). The task is: Predict the reactants needed to synthesize the given product. Given the product [CH3:27][CH:25]1[N:16]2[CH2:17][C:18]3[CH:19]=[CH:20][CH:21]=[CH:22][C:23]=3[CH2:24][C@@H:15]2[CH2:14][NH:13][CH2:26]1, predict the reactants needed to synthesize it. The reactants are: ClC(OC(Cl)=O)C.COC1C=C(OC)C=CC=1C[N:13]1[CH2:26][CH:25]([CH3:27])[N:16]2[CH2:17][C:18]3[CH:19]=[CH:20][CH:21]=[CH:22][C:23]=3[CH2:24][C@@H:15]2[CH2:14]1.C(Cl)Cl.C([O-])(O)=O.[Na+].